This data is from NCI-60 drug combinations with 297,098 pairs across 59 cell lines. The task is: Regression. Given two drug SMILES strings and cell line genomic features, predict the synergy score measuring deviation from expected non-interaction effect. (1) Drug 1: CC1=C(C(=CC=C1)Cl)NC(=O)C2=CN=C(S2)NC3=CC(=NC(=N3)C)N4CCN(CC4)CCO. Drug 2: CN(C(=O)NC(C=O)C(C(C(CO)O)O)O)N=O. Cell line: CCRF-CEM. Synergy scores: CSS=7.01, Synergy_ZIP=-2.40, Synergy_Bliss=-0.501, Synergy_Loewe=-9.78, Synergy_HSA=-0.568. (2) Drug 1: C1CCC(C1)C(CC#N)N2C=C(C=N2)C3=C4C=CNC4=NC=N3. Drug 2: CS(=O)(=O)C1=CC(=C(C=C1)C(=O)NC2=CC(=C(C=C2)Cl)C3=CC=CC=N3)Cl. Cell line: SK-MEL-5. Synergy scores: CSS=-14.2, Synergy_ZIP=10.9, Synergy_Bliss=4.32, Synergy_Loewe=-16.2, Synergy_HSA=-14.5. (3) Drug 1: C1CCN(CC1)CCOC2=CC=C(C=C2)C(=O)C3=C(SC4=C3C=CC(=C4)O)C5=CC=C(C=C5)O. Drug 2: CC(C)CN1C=NC2=C1C3=CC=CC=C3N=C2N. Cell line: HS 578T. Synergy scores: CSS=-9.49, Synergy_ZIP=8.16, Synergy_Bliss=10.4, Synergy_Loewe=-0.749, Synergy_HSA=0.0301. (4) Drug 1: CC12CCC3C(C1CCC2O)C(CC4=C3C=CC(=C4)O)CCCCCCCCCS(=O)CCCC(C(F)(F)F)(F)F. Drug 2: COC1=NC(=NC2=C1N=CN2C3C(C(C(O3)CO)O)O)N. Cell line: PC-3. Synergy scores: CSS=-0.773, Synergy_ZIP=0.372, Synergy_Bliss=1.53, Synergy_Loewe=-1.93, Synergy_HSA=-1.48. (5) Drug 1: CC1=C(C(CCC1)(C)C)C=CC(=CC=CC(=CC(=O)O)C)C. Drug 2: CC1C(C(CC(O1)OC2CC(OC(C2O)C)OC3=CC4=CC5=C(C(=O)C(C(C5)C(C(=O)C(C(C)O)O)OC)OC6CC(C(C(O6)C)O)OC7CC(C(C(O7)C)O)OC8CC(C(C(O8)C)O)(C)O)C(=C4C(=C3C)O)O)O)O. Cell line: HCT116. Synergy scores: CSS=46.9, Synergy_ZIP=8.78, Synergy_Bliss=7.07, Synergy_Loewe=-12.0, Synergy_HSA=6.22. (6) Drug 1: CN1C2=C(C=C(C=C2)N(CCCl)CCCl)N=C1CCCC(=O)O.Cl. Drug 2: CN(CCCl)CCCl.Cl. Cell line: U251. Synergy scores: CSS=31.8, Synergy_ZIP=-5.96, Synergy_Bliss=-1.68, Synergy_Loewe=-33.3, Synergy_HSA=-1.87. (7) Synergy scores: CSS=10.7, Synergy_ZIP=0.258, Synergy_Bliss=7.31, Synergy_Loewe=4.80, Synergy_HSA=4.77. Drug 1: CNC(=O)C1=CC=CC=C1SC2=CC3=C(C=C2)C(=NN3)C=CC4=CC=CC=N4. Cell line: HT29. Drug 2: CC(C1=C(C=CC(=C1Cl)F)Cl)OC2=C(N=CC(=C2)C3=CN(N=C3)C4CCNCC4)N. (8) Drug 1: CN1CCC(CC1)COC2=C(C=C3C(=C2)N=CN=C3NC4=C(C=C(C=C4)Br)F)OC. Drug 2: C1=CC=C(C(=C1)C(C2=CC=C(C=C2)Cl)C(Cl)Cl)Cl. Cell line: SF-268. Synergy scores: CSS=0.773, Synergy_ZIP=1.68, Synergy_Bliss=5.69, Synergy_Loewe=2.79, Synergy_HSA=2.44. (9) Drug 1: C1CN1C2=NC(=NC(=N2)N3CC3)N4CC4. Drug 2: CC1C(C(CC(O1)OC2CC(CC3=C2C(=C4C(=C3O)C(=O)C5=CC=CC=C5C4=O)O)(C(=O)C)O)N)O. Cell line: MALME-3M. Synergy scores: CSS=53.1, Synergy_ZIP=-5.36, Synergy_Bliss=-2.02, Synergy_Loewe=-0.317, Synergy_HSA=0.207.